This data is from Forward reaction prediction with 1.9M reactions from USPTO patents (1976-2016). The task is: Predict the product of the given reaction. Given the reactants [NH:1]1[CH2:6][CH2:5][CH:4]([NH:7][C:8](=[O:14])[O:9][C:10]([CH3:13])([CH3:12])[CH3:11])[CH2:3][CH2:2]1.CCN(CC)CC.[CH3:22][C:23](OC(C)=O)=[O:24], predict the reaction product. The product is: [C:23]([N:1]1[CH2:2][CH2:3][CH:4]([NH:7][C:8](=[O:14])[O:9][C:10]([CH3:11])([CH3:13])[CH3:12])[CH2:5][CH2:6]1)(=[O:24])[CH3:22].